From a dataset of Full USPTO retrosynthesis dataset with 1.9M reactions from patents (1976-2016). Predict the reactants needed to synthesize the given product. (1) Given the product [CH2:2]1[C:10]2=[C:5]3[C:6](=[CH:7][CH:8]=[CH:9]2)[CH:11]([N:14]2[CH2:19][CH2:18][CH:17]([N:20]4[C:24]5[CH:25]=[CH:26][CH:27]=[CH:28][C:23]=5[NH:22][C:21]4=[O:29])[CH2:16][CH2:15]2)[CH2:12][CH2:13][CH:4]3[CH2:3]1, predict the reactants needed to synthesize it. The reactants are: O1[C:10]2[CH:9]=[CH:8][CH:7]=[C:6]3[CH:11]([N:14]4[CH2:19][CH2:18][CH:17]([N:20]5[C:24]6[CH:25]=[CH:26][CH:27]=[CH:28][C:23]=6[NH:22][C:21]5=[O:29])[CH2:16][CH2:15]4)[CH2:12][CH2:13][CH:4]([C:5]=23)[CH2:3][CH2:2]1.C1C2=C3C(=CC=C2)C(N)CCC3C1. (2) Given the product [F:3][C:4]1[CH:9]=[C:8]([C:10]([OH:13])([CH3:11])[CH3:12])[CH:7]=[CH:6][C:5]=1[C:14]1[S:18][C:17]([NH:19][C:20]2[CH:25]=[CH:24][CH:23]=[C:22]([CH2:26][O:27][CH2:32][CH2:33][O:34][CH3:35])[N:21]=2)=[C:16]([C:28]([NH2:30])=[O:29])[CH:15]=1, predict the reactants needed to synthesize it. The reactants are: [H-].[Na+].[F:3][C:4]1[CH:9]=[C:8]([C:10]([OH:13])([CH3:12])[CH3:11])[CH:7]=[CH:6][C:5]=1[C:14]1[S:18][C:17]([NH:19][C:20]2[CH:25]=[CH:24][CH:23]=[C:22]([CH2:26][OH:27])[N:21]=2)=[C:16]([C:28]([NH2:30])=[O:29])[CH:15]=1.Br[CH2:32][CH2:33][O:34][CH3:35].